This data is from Full USPTO retrosynthesis dataset with 1.9M reactions from patents (1976-2016). The task is: Predict the reactants needed to synthesize the given product. (1) Given the product [C:2]([C:7]1[O:11][C:10]([CH2:12][N:13]2[CH:17]=[C:16]([NH:18][C:31]([C:27]3[N:28]=[CH:29][O:30][C:26]=3[C:22]3[CH:23]=[CH:24][CH:25]=[C:20]([F:19])[CH:21]=3)=[O:32])[CH:15]=[N:14]2)=[CH:9][CH:8]=1)(=[O:6])[CH3:1], predict the reactants needed to synthesize it. The reactants are: [CH3:1][C:2]1([C:7]2[O:11][C:10]([CH2:12][N:13]3[CH:17]=[C:16]([NH2:18])[CH:15]=[N:14]3)=[CH:9][CH:8]=2)[O:6]CCO1.[F:19][C:20]1[CH:21]=[C:22]([C:26]2[O:30][CH:29]=[N:28][C:27]=2[C:31](O)=[O:32])[CH:23]=[CH:24][CH:25]=1. (2) Given the product [C:1]([OH:6])(=[O:5])[CH:2]([CH3:4])[OH:3].[O:7]=[CH:4][C@@H:2]([C@H:1]([C@@H:4]([C@@H:2]([CH2:1][OH:6])[OH:3])[OH:7])[OH:6])[OH:3], predict the reactants needed to synthesize it. The reactants are: [C:1]([OH:6])(=[O:5])[CH:2]([CH3:4])[OH:3].[OH2:7]. (3) Given the product [Cl:12][C:13]1[CH:18]=[CH:17][CH:16]=[C:15]([Cl:19])[C:14]=1[N:20]1[CH:31]=[CH:30][C:23]2[N:24]=[C:25]([NH:53][C:52]3[CH:51]=[CH:50][C:49]([N:46]4[CH2:45][CH2:44][N:43]([CH3:42])[CH2:48][CH2:47]4)=[CH:55][CH:54]=3)[N:26]=[CH:27][C:22]=2[C:21]1=[O:32], predict the reactants needed to synthesize it. The reactants are: C1C=C(Cl)C=C(C(OO)=O)C=1.[Cl:12][C:13]1[CH:18]=[CH:17][CH:16]=[C:15]([Cl:19])[C:14]=1[N:20]1[CH:31]=[CH:30][C:23]2[N:24]=[C:25](SC)[N:26]=[CH:27][C:22]=2[C:21]1=[O:32].CCN(C(C)C)C(C)C.[CH3:42][N:43]1[CH2:48][CH2:47][N:46]([C:49]2[CH:55]=[CH:54][C:52]([NH2:53])=[CH:51][CH:50]=2)[CH2:45][CH2:44]1. (4) Given the product [CH2:9]([S:8][C:4]1[CH:5]=[CH:6][CH:7]=[C:2]([Br:1])[CH:3]=1)[C:10]1[CH:15]=[CH:14][CH:13]=[CH:12][CH:11]=1, predict the reactants needed to synthesize it. The reactants are: [Br:1][C:2]1[CH:3]=[C:4]([SH:8])[CH:5]=[CH:6][CH:7]=1.[CH2:9](Br)[C:10]1[CH:15]=[CH:14][CH:13]=[CH:12][CH:11]=1. (5) Given the product [CH2:35]([N:32]1[C:27]2=[N:28][C:29]([CH2:30][CH3:31])=[C:24]([CH2:23][NH:22][C:20]([C:16]3[N:15]=[C:14]([C:12]([NH:11][CH2:10][C:4]4[CH:5]=[CH:6][C:7]([O:8][CH3:9])=[C:2]([C:56]5[CH:57]=[CH:52][CH:53]=[C:54]([CH2:58][CH:59]6[CH2:60][CH2:61][N:62]([C:65]([O:67][C:68]([CH3:71])([CH3:70])[CH3:69])=[O:66])[CH2:63][CH2:64]6)[CH:55]=5)[CH:3]=4)=[O:13])[CH:19]=[CH:18][CH:17]=3)=[O:21])[C:25]([NH:37][CH:38]3[CH2:43][CH2:42][O:41][CH2:40][CH2:39]3)=[C:26]2[CH:34]=[N:33]1)[CH3:36], predict the reactants needed to synthesize it. The reactants are: Br[C:2]1[CH:3]=[C:4]([CH2:10][NH:11][C:12]([C:14]2[CH:19]=[CH:18][CH:17]=[C:16]([C:20]([NH:22][CH2:23][C:24]3[C:25]([NH:37][CH:38]4[CH2:43][CH2:42][O:41][CH2:40][CH2:39]4)=[C:26]4[CH:34]=[N:33][N:32]([CH2:35][CH3:36])[C:27]4=[N:28][C:29]=3[CH2:30][CH3:31])=[O:21])[N:15]=2)=[O:13])[CH:5]=[CH:6][C:7]=1[O:8][CH3:9].CC1(C)C(C)(C)OB([C:52]2[CH:53]=[C:54]([CH2:58][CH:59]3[CH2:64][CH2:63][N:62]([C:65]([O:67][C:68]([CH3:71])([CH3:70])[CH3:69])=[O:66])[CH2:61][CH2:60]3)[CH:55]=[CH:56][CH:57]=2)O1.O1CCOCC1.C(=O)([O-])[O-].[K+].[K+]. (6) Given the product [CH3:12][O:11][C:4]1[CH:3]=[C:2]([N:16]2[CH2:17][CH2:18][C:19](=[O:20])[C:14]([CH3:21])([CH3:13])[CH2:15]2)[CH:7]=[CH:6][C:5]=1[N+:8]([O-:10])=[O:9], predict the reactants needed to synthesize it. The reactants are: F[C:2]1[CH:7]=[CH:6][C:5]([N+:8]([O-:10])=[O:9])=[C:4]([O:11][CH3:12])[CH:3]=1.[CH3:13][C:14]1([CH3:21])[C:19](=[O:20])[CH2:18][CH2:17][NH:16][CH2:15]1.C(=O)([O-])[O-].[K+].[K+]. (7) Given the product [C:13]1([CH:7]([C:1]2[CH:2]=[CH:3][CH:4]=[CH:5][CH:6]=2)[N:8]2[CH2:11][CH:10]([O:12][CH2:21][C:22]([O:24][CH2:25][CH3:26])=[O:23])[CH2:9]2)[CH:14]=[CH:15][CH:16]=[CH:17][CH:18]=1, predict the reactants needed to synthesize it. The reactants are: [C:1]1([CH:7]([C:13]2[CH:18]=[CH:17][CH:16]=[CH:15][CH:14]=2)[N:8]2[CH2:11][CH:10]([OH:12])[CH2:9]2)[CH:6]=[CH:5][CH:4]=[CH:3][CH:2]=1.[N+](=[CH:21][C:22]([O:24][CH2:25][CH3:26])=[O:23])=[N-]. (8) Given the product [F:19][C:20]1[CH:28]=[CH:27][C:23]([C:24]([N:9]2[CH2:10][CH2:11][C:6]3([CH2:1][CH2:2][N:3]([C:12]([O:14][C:15]([CH3:18])([CH3:17])[CH3:16])=[O:13])[CH2:4][CH2:5]3)[CH2:7][CH2:8]2)=[O:25])=[CH:22][C:21]=1[O:29][CH3:30], predict the reactants needed to synthesize it. The reactants are: [CH2:1]1[C:6]2([CH2:11][CH2:10][NH:9][CH2:8][CH2:7]2)[CH2:5][CH2:4][N:3]([C:12]([O:14][C:15]([CH3:18])([CH3:17])[CH3:16])=[O:13])[CH2:2]1.[F:19][C:20]1[CH:28]=[CH:27][C:23]([C:24](O)=[O:25])=[CH:22][C:21]=1[O:29][CH3:30].C(N(CC)C(C)C)(C)C.F[P-](F)(F)(F)(F)F.N1(OC(N(C)C)=[N+](C)C)C2N=CC=CC=2N=N1. (9) Given the product [CH2:1]([O:8][C:9](=[O:23])[NH:10][C@H:11]([CH2:14][NH:15][C:16]([O:18][C:19]([CH3:22])([CH3:21])[CH3:20])=[O:17])[CH2:12][N:33]1[CH2:32][CH2:31][CH:30]([O:29][C:28]2[CH:36]=[CH:37][C:25]([F:24])=[CH:26][CH:27]=2)[CH2:35][CH2:34]1)[C:2]1[CH:7]=[CH:6][CH:5]=[CH:4][CH:3]=1, predict the reactants needed to synthesize it. The reactants are: [CH2:1]([O:8][C:9](=[O:23])[NH:10][C@H:11]([CH2:14][NH:15][C:16]([O:18][C:19]([CH3:22])([CH3:21])[CH3:20])=[O:17])[CH2:12]I)[C:2]1[CH:7]=[CH:6][CH:5]=[CH:4][CH:3]=1.[F:24][C:25]1[CH:37]=[CH:36][C:28]([O:29][CH:30]2[CH2:35][CH2:34][NH:33][CH2:32][CH2:31]2)=[CH:27][CH:26]=1.C(N(CC)CC)C. (10) Given the product [Cl:1][C:2]1([Cl:9])[CH2:7][CH2:6][CH:5]([OH:8])[CH2:4][CH2:3]1, predict the reactants needed to synthesize it. The reactants are: [Cl:1][C:2]1([Cl:9])[CH2:7][CH2:6][C:5](=[O:8])[CH2:4][CH2:3]1.[BH4-].[Na+].